From a dataset of Full USPTO retrosynthesis dataset with 1.9M reactions from patents (1976-2016). Predict the reactants needed to synthesize the given product. (1) Given the product [ClH:43].[NH2:26][CH2:25][C:24]([NH:23][C:13]1[C:12](=[O:35])[C:11]2[C:16](=[CH:17][C:8]([NH:7][CH:1]3[CH2:6][CH2:5][CH2:4][CH2:3][CH2:2]3)=[C:9]([F:36])[CH:10]=2)[N:15]([CH:18]([CH2:21][CH3:22])[CH2:19][CH3:20])[CH:14]=1)=[O:34], predict the reactants needed to synthesize it. The reactants are: [CH:1]1([NH:7][C:8]2[CH:17]=[C:16]3[C:11]([C:12](=[O:35])[C:13]([NH:23][C:24](=[O:34])[CH2:25][NH:26]C(=O)OC(C)(C)C)=[CH:14][N:15]3[CH:18]([CH2:21][CH3:22])[CH2:19][CH3:20])=[CH:10][C:9]=2[F:36])[CH2:6][CH2:5][CH2:4][CH2:3][CH2:2]1.O1CCOCC1.[ClH:43]. (2) Given the product [Br:1][C:2]1[CH:7]=[CH:6][C:5]([O:8][CH3:10])=[C:4]([Cl:9])[CH:3]=1, predict the reactants needed to synthesize it. The reactants are: [Br:1][C:2]1[CH:7]=[CH:6][C:5]([OH:8])=[C:4]([Cl:9])[CH:3]=1.[C:10](=O)([O-])[O-].[K+].[K+].CI.O.